Dataset: Forward reaction prediction with 1.9M reactions from USPTO patents (1976-2016). Task: Predict the product of the given reaction. (1) Given the reactants Br[C:2]1[CH:26]=[CH:25][C:24]([C:27]([F:30])([F:29])[F:28])=[CH:23][C:3]=1[C:4](/[N:6]=[C:7]1/[N:8]([CH2:17][C@H:18]2[CH2:22][CH2:21][CH2:20][O:19]2)[N:9]([CH3:16])[C:10]([C:12]([CH3:15])([CH3:14])[CH3:13])=[CH:11]/1)=[O:5].[CH3:31][O:32][CH2:33]/[CH:34]=[CH:35]/B1OC(C)(C)C(C)(C)O1.[F-].[Cs+].C(OCC)(=O)C, predict the reaction product. The product is: [C:12]([C:10]1[N:9]([CH3:16])[N:8]([CH2:17][C@H:18]2[CH2:22][CH2:21][CH2:20][O:19]2)/[C:7](=[N:6]/[C:4](=[O:5])[C:3]2[CH:23]=[C:24]([C:27]([F:30])([F:29])[F:28])[CH:25]=[CH:26][C:2]=2/[CH:35]=[CH:34]/[CH2:33][O:32][CH3:31])/[CH:11]=1)([CH3:15])([CH3:14])[CH3:13]. (2) Given the reactants [OH:1][C:2]1[CH:3]=[C:4]([C:8]2[N:9]=[C:10]3[C:16]([C:17](=[O:22])[C:18]([CH3:21])([CH3:20])[CH3:19])=[CH:15][N:14]([CH2:23][O:24][CH2:25][CH2:26][Si:27]([CH3:30])([CH3:29])[CH3:28])[C:11]3=[N:12][CH:13]=2)[CH:5]=[CH:6][CH:7]=1.C(N(C(C)C)CC)(C)C.[F:40][C:41]([F:72])([F:71])[C:42]([F:70])([F:69])[C:43]([F:68])([F:67])[C:44]([F:66])([F:65])[S:45](O[S:45]([C:44]([F:66])([F:65])[C:43]([F:67])([F:68])[C:42]([F:69])([F:70])[C:41]([F:40])([F:71])[F:72])(=[O:46])=[O:47])(=[O:47])=[O:46], predict the reaction product. The product is: [CH3:19][C:18]([CH3:21])([CH3:20])[C:17]([C:16]1[C:10]2[C:11](=[N:12][CH:13]=[C:8]([C:4]3[CH:3]=[C:2]([O:1][S:45]([C:44]([F:65])([F:66])[C:43]([F:67])([F:68])[C:42]([F:69])([F:70])[C:41]([F:72])([F:71])[F:40])(=[O:47])=[O:46])[CH:7]=[CH:6][CH:5]=3)[N:9]=2)[N:14]([CH2:23][O:24][CH2:25][CH2:26][Si:27]([CH3:29])([CH3:28])[CH3:30])[CH:15]=1)=[O:22]. (3) The product is: [Cl:2][C:3]1[CH:4]=[C:5]([NH:10][C:11]2[C:16]([NH:17][N:18]=[CH:33][C:31]3[O:32][C:28]([C:22]4[CH:23]=[CH:24][CH:25]=[CH:26][CH:27]=4)=[CH:29][CH:30]=3)=[N:15][C:14]3=[N:19][O:20][N:21]=[C:13]3[N:12]=2)[CH:6]=[CH:7][C:8]=1[Cl:9]. Given the reactants Cl.[Cl:2][C:3]1[CH:4]=[C:5]([NH:10][C:11]2[C:16]([NH:17][NH2:18])=[N:15][C:14]3=[N:19][O:20][N:21]=[C:13]3[N:12]=2)[CH:6]=[CH:7][C:8]=1[Cl:9].[C:22]1([C:28]2[O:32][C:31]([CH:33]=O)=[CH:30][CH:29]=2)[CH:27]=[CH:26][CH:25]=[CH:24][CH:23]=1, predict the reaction product. (4) Given the reactants [Cl:1][C:2]1[CH:3]=[C:4]([C:8]#[C:9][C:10]2[CH:11]=[N:12][C:13]([C:16]([OH:18])=O)=[N:14][CH:15]=2)[CH:5]=[CH:6][CH:7]=1.C(Cl)(=O)C(Cl)=O.C(N(C(C)C)CC)(C)C.[CH3:34][C:35]1([CH3:41])[CH2:40][O:39][CH2:38][CH2:37][NH:36]1, predict the reaction product. The product is: [CH3:34][C:35]1([CH3:41])[CH2:40][O:39][CH2:38][CH2:37][N:36]1[C:16]([C:13]1[N:14]=[CH:15][C:10]([C:9]#[C:8][C:4]2[CH:5]=[CH:6][CH:7]=[C:2]([Cl:1])[CH:3]=2)=[CH:11][N:12]=1)=[O:18]. (5) Given the reactants [CH3:1][O:2][C:3](=[O:18])[C:4]1[CH:9]=[CH:8][CH:7]=[C:6]([O:10][CH2:11][CH:12]2[CH2:17][CH2:16][NH:15][CH2:14][CH2:13]2)[CH:5]=1.[CH3:19][C:20]([CH3:22])=O.C(O)(=O)C.[BH-](OC(C)=O)(OC(C)=O)OC(C)=O.[Na+], predict the reaction product. The product is: [CH3:1][O:2][C:3](=[O:18])[C:4]1[CH:9]=[CH:8][CH:7]=[C:6]([O:10][CH2:11][CH:12]2[CH2:13][CH2:14][N:15]([CH:20]([CH3:22])[CH3:19])[CH2:16][CH2:17]2)[CH:5]=1. (6) Given the reactants [Li]CCCC.Br[C:7]1[CH:12]=[CH:11][C:10]([C:13]2[CH:18]=[CH:17][CH:16]=[CH:15][CH:14]=2)=[CH:9][CH:8]=1.[Sn:19](Cl)([CH2:28][CH2:29][CH2:30][CH3:31])([CH2:24][CH2:25][CH2:26][CH3:27])[CH2:20][CH2:21][CH2:22][CH3:23], predict the reaction product. The product is: [CH2:28]([Sn:19]([CH2:20][CH2:21][CH2:22][CH3:23])([CH2:24][CH2:25][CH2:26][CH3:27])[C:7]1[CH:12]=[CH:11][C:10]([C:13]2[CH:18]=[CH:17][CH:16]=[CH:15][CH:14]=2)=[CH:9][CH:8]=1)[CH2:29][CH2:30][CH3:31].